Dataset: Full USPTO retrosynthesis dataset with 1.9M reactions from patents (1976-2016). Task: Predict the reactants needed to synthesize the given product. (1) Given the product [C:1]([C:5]1[CH:10]=[CH:9][C:8]([N:11]2[C:15](=[O:16])[C:14]([CH3:18])([CH3:17])[N:13]([CH2:19][C:20]3[CH:25]=[CH:24][N:23]=[C:22]([NH:28][C:27](=[O:26])[N:32]([CH3:31])[CH2:33][CH2:34][CH3:35])[CH:21]=3)[C:12]2=[O:30])=[CH:7][CH:6]=1)([CH3:4])([CH3:3])[CH3:2], predict the reactants needed to synthesize it. The reactants are: [C:1]([C:5]1[CH:10]=[CH:9][C:8]([N:11]2[C:15](=[O:16])[C:14]([CH3:18])([CH3:17])[N:13]([CH2:19][C:20]3[CH:25]=[CH:24][N:23]4[O:26][C:27](=S)[N:28]=[C:22]4[CH:21]=3)[C:12]2=[O:30])=[CH:7][CH:6]=1)([CH3:4])([CH3:3])[CH3:2].[CH3:31][NH:32][CH2:33][CH2:34][CH3:35]. (2) Given the product [CH2:13]([C:15]1[N:16]=[C:17]([CH2:45][CH2:46][CH3:47])[N:18]([CH2:30][C:31]2[CH:36]=[CH:35][C:34]([C:37]3[CH:42]=[CH:41][CH:40]=[CH:39][C:38]=3[C:43]3[NH:3][C:4](=[O:7])[O:5][N:44]=3)=[CH:33][CH:32]=2)[C:19](=[O:29])[C:20]=1[C:21]1[CH:22]=[CH:23][C:24]([O:27][CH3:28])=[CH:25][CH:26]=1)[CH3:14], predict the reactants needed to synthesize it. The reactants are: [Cl-].O[NH3+:3].[C:4](=[O:7])([O-])[OH:5].[Na+].CS(C)=O.[CH2:13]([C:15]1[N:16]=[C:17]([CH2:45][CH2:46][CH3:47])[N:18]([CH2:30][C:31]2[CH:36]=[CH:35][C:34]([C:37]3[C:38]([C:43]#[N:44])=[CH:39][CH:40]=[CH:41][CH:42]=3)=[CH:33][CH:32]=2)[C:19](=[O:29])[C:20]=1[C:21]1[CH:26]=[CH:25][C:24]([O:27][CH3:28])=[CH:23][CH:22]=1)[CH3:14]. (3) Given the product [F:8][C:9]1[CH:14]=[CH:13][C:12]([CH2:15][C:16]([NH:2][CH3:1])=[O:17])=[CH:11][CH:10]=1, predict the reactants needed to synthesize it. The reactants are: [CH3:1][NH2:2].C1COCC1.[F:8][C:9]1[CH:14]=[CH:13][C:12]([CH2:15][C:16](Cl)=[O:17])=[CH:11][CH:10]=1. (4) Given the product [C:1]([C:5]1[CH:10]=[CH:9][C:8]([S:11]([C:14]2[CH:15]=[CH:16][C:17]([CH:24]([CH3:26])[CH3:25])=[C:18]([S:20]([NH:33][CH2:34][CH2:35][C:36]3[CH:41]=[CH:40][CH:39]=[CH:38][N:37]=3)(=[O:22])=[O:21])[CH:19]=2)(=[O:13])=[O:12])=[CH:7][CH:6]=1)([CH3:4])([CH3:3])[CH3:2], predict the reactants needed to synthesize it. The reactants are: [C:1]([C:5]1[CH:10]=[CH:9][C:8]([S:11]([C:14]2[CH:15]=[CH:16][C:17]([CH:24]([CH3:26])[CH3:25])=[C:18]([S:20](Cl)(=[O:22])=[O:21])[CH:19]=2)(=[O:13])=[O:12])=[CH:7][CH:6]=1)([CH3:4])([CH3:3])[CH3:2].N1C=CC=CC=1.[NH2:33][CH2:34][CH2:35][C:36]1[CH:41]=[CH:40][CH:39]=[CH:38][N:37]=1. (5) The reactants are: Br[CH2:2][C:3]([C:5]12[CH2:14][CH:9]3[CH2:10][CH:11]([CH2:13][CH:7]([CH2:8]3)[CH2:6]1)[CH2:12]2)=[O:4].[SH:15][C:16]1[S:17][CH:18]=[CH:19][CH:20]=1.C(N(CC)CC)C. Given the product [C:5]12([C:3](=[O:4])[CH2:2][S:15][C:16]3[S:17][CH:18]=[CH:19][CH:20]=3)[CH2:14][CH:9]3[CH2:10][CH:11]([CH2:13][CH:7]([CH2:8]3)[CH2:6]1)[CH2:12]2, predict the reactants needed to synthesize it. (6) Given the product [CH3:6][NH:7][C:9]1[CH:14]=[CH:13][C:12]([C:15]2[N:16]=[C:17]([N:34]3[CH2:39][CH2:38][O:37][CH2:36][CH2:35]3)[C:18]3[CH:23]=[C:22]([C:24]4[CH:29]=[CH:28][CH:27]=[C:26]([S:30]([CH3:33])(=[O:32])=[O:31])[CH:25]=4)[S:21][C:19]=3[N:20]=2)=[CH:11][N:10]=1, predict the reactants needed to synthesize it. The reactants are: C(O[C:6](=O)[N:7]([C:9]1[CH:14]=[CH:13][C:12]([C:15]2[N:16]=[C:17]([N:34]3[CH2:39][CH2:38][O:37][CH2:36][CH2:35]3)[C:18]3[CH:23]=[C:22]([C:24]4[CH:29]=[CH:28][CH:27]=[C:26]([S:30]([CH3:33])(=[O:32])=[O:31])[CH:25]=4)[S:21][C:19]=3[N:20]=2)=[CH:11][N:10]=1)C)(C)(C)C.